From a dataset of Forward reaction prediction with 1.9M reactions from USPTO patents (1976-2016). Predict the product of the given reaction. (1) Given the reactants [CH2:1]([O:8][NH:9][C:10](=[O:31])[CH2:11][C@H:12]([C:22]1[O:23][C:24]([CH3:30])=[C:25]([C:27](O)=[O:28])[N:26]=1)[CH2:13][CH2:14][CH2:15][CH:16]1[CH2:21][CH2:20][CH2:19][CH2:18][CH2:17]1)[C:2]1[CH:7]=[CH:6][CH:5]=[CH:4][CH:3]=1.CN1CCOCC1.O.ON1C2C=CC=CC=2N=N1.Cl.CN(C)CCCN=C=NCC.Cl.[CH3:63][O:64][C:65](=[O:68])[CH2:66][NH2:67], predict the reaction product. The product is: [CH2:1]([O:8][NH:9][C:10](=[O:31])[CH2:11][C@H:12]([C:22]1[O:23][C:24]([CH3:30])=[C:25]([C:27]([NH:67][CH2:66][C:65]([O:64][CH3:63])=[O:68])=[O:28])[N:26]=1)[CH2:13][CH2:14][CH2:15][CH:16]1[CH2:17][CH2:18][CH2:19][CH2:20][CH2:21]1)[C:2]1[CH:3]=[CH:4][CH:5]=[CH:6][CH:7]=1. (2) Given the reactants Cl.C([O:9][C:10]1[CH:19]=[C:18]2[C:13]([C:14]([NH:20][C:21]3[CH:22]=[C:23]4[C:27](=[CH:28][CH:29]=3)[NH:26][C:25]([CH3:30])=[CH:24]4)=[N:15][CH:16]=[N:17]2)=[CH:12][C:11]=1[O:31][CH3:32])C1C=CC=CC=1.C([O-])=O.[NH4+], predict the reaction product. The product is: [OH:9][C:10]1[CH:19]=[C:18]2[C:13]([C:14]([NH:20][C:21]3[CH:22]=[C:23]4[C:27](=[CH:28][CH:29]=3)[NH:26][C:25]([CH3:30])=[CH:24]4)=[N:15][CH:16]=[N:17]2)=[CH:12][C:11]=1[O:31][CH3:32]. (3) Given the reactants C1(O)[C:10]2[C:5](=[CH:6][CH:7]=[CH:8][CH:9]=2)[CH:4]=[CH:3][CH:2]=1.[CH3:12][C:13]([CH3:15])=O.OS(O)(=O)=O.O=[Cr](=O)=O.[OH-:25].[Na+].[CH3:27]C(C)=O, predict the reaction product. The product is: [CH3:12][C:13]1([CH3:15])[CH2:2][CH2:3][CH2:4][C:5]2([CH3:27])[C:6]1=[CH:7][CH2:8][CH2:9][C:10]2=[O:25]. (4) Given the reactants [Cl:1][C:2]1[CH:7]=[CH:6][C:5]([S:8][C:9]2[S:13][C:12]([CH:14]=[O:15])=[CH:11][CH:10]=2)=[CH:4][CH:3]=1.CC(=CC)C.[OH:21]P([O-])(O)=O.[K+].[O-]Cl=O.[Na+].OS([O-])(=O)=O.[K+], predict the reaction product. The product is: [Cl:1][C:2]1[CH:3]=[CH:4][C:5]([S:8][C:9]2[S:13][C:12]([C:14]([OH:21])=[O:15])=[CH:11][CH:10]=2)=[CH:6][CH:7]=1. (5) Given the reactants [NH2:1][C@@H:2]([C:13]1[NH:14][CH:15]=[C:16]([C:18]2[CH:23]=[CH:22][CH:21]=[CH:20][CH:19]=2)[N:17]=1)[CH2:3][C:4]1[C:12]2[C:7](=[CH:8][CH:9]=[CH:10][CH:11]=2)[NH:6][CH:5]=1.[CH2:24]1[C:29](=[O:30])[N:28]([O:31][C:32](ON2C(=O)CCC2=O)=[O:33])[C:26](=[O:27])[CH2:25]1, predict the reaction product. The product is: [O:27]=[C:26]1[CH2:25][CH2:24][C:29](=[O:30])[N:28]1[O:31][C:32]([NH:1][C@@H:2]([C:13]1[NH:14][CH:15]=[C:16]([C:18]2[CH:23]=[CH:22][CH:21]=[CH:20][CH:19]=2)[N:17]=1)[CH2:3][C:4]1[C:12]2[C:7](=[CH:8][CH:9]=[CH:10][CH:11]=2)[NH:6][CH:5]=1)=[O:33]. (6) Given the reactants C([O:3][C:4]([C:6]1[CH:7]=[C:8]2[C:13](=[CH:14][CH:15]=1)[NH:12][CH:11]([C:16]1[CH:21]=[CH:20][CH:19]=[C:18]([S:22]([CH3:25])(=[O:24])=[O:23])[CH:17]=1)[CH2:10][C:9]2([CH3:27])[CH3:26])=[O:5])C.[OH-].[Na+].O.Cl, predict the reaction product. The product is: [CH3:25][S:22]([C:18]1[CH:17]=[C:16]([CH:11]2[CH2:10][C:9]([CH3:27])([CH3:26])[C:8]3[C:13](=[CH:14][CH:15]=[C:6]([C:4]([OH:5])=[O:3])[CH:7]=3)[NH:12]2)[CH:21]=[CH:20][CH:19]=1)(=[O:24])=[O:23]. (7) Given the reactants [N:1]1[C:5]2[C:6]3[C:11]([CH:12]=[CH:13][C:4]=2O[CH:2]=1)=[CH:10][CH:9]=[CH:8][CH:7]=3.[S:14]1C2C=CSC=2C=N1, predict the reaction product. The product is: [N:1]1[C:5]2[C:6]3[C:11]([CH:12]=[CH:13][C:4]=2[S:14][CH:2]=1)=[CH:10][CH:9]=[CH:8][CH:7]=3. (8) Given the reactants [Cl:1][C:2]1[N:3]=[C:4]([N:12]2[CH2:17][CH2:16][O:15][CH2:14][CH2:13]2)[C:5]2[S:10][C:9](I)=[CH:8][C:6]=2[N:7]=1.CC1(C)C(C)(C)OB([C:26]2[CH:27]=[CH:28][C:29]([NH2:32])=[N:30][CH:31]=2)O1.C([O-])([O-])=O.[Na+].[Na+].[CH3:40][S:41](Cl)(=[O:43])=[O:42], predict the reaction product. The product is: [Cl:1][C:2]1[N:3]=[C:4]([N:12]2[CH2:17][CH2:16][O:15][CH2:14][CH2:13]2)[C:5]2[S:10][C:9]([C:26]3[CH:27]=[CH:28][C:29]([NH:32][S:41]([CH3:40])(=[O:43])=[O:42])=[N:30][CH:31]=3)=[CH:8][C:6]=2[N:7]=1.